Dataset: Reaction yield outcomes from USPTO patents with 853,638 reactions. Task: Predict the reaction yield, written as a fraction of the theoretical maximum amount of product (1.0 means a 100% yield; for example, 0.34 means a 34% yield). (1) The reactants are C(OC(=O)[NH:7][CH2:8][CH2:9][C:10]1[CH:15]=[CH:14][C:13]([O:16][C:17]2[CH:22]=[CH:21][C:20]([C:23]([F:26])([F:25])[F:24])=[CH:19][N:18]=2)=[CH:12][CH:11]=1)(C)(C)C.C(O)(C(F)(F)F)=O. The catalyst is ClCCl.C([O-])(O)=O.[Na+]. The product is [F:25][C:23]([F:24])([F:26])[C:20]1[CH:21]=[CH:22][C:17]([O:16][C:13]2[CH:14]=[CH:15][C:10]([CH2:9][CH2:8][NH2:7])=[CH:11][CH:12]=2)=[N:18][CH:19]=1. The yield is 0.990. (2) The reactants are [CH3:1][C:2]1[CH:16]=[CH:15][C:5]([O:6][C:7]2[CH:14]=[CH:13][CH:12]=[CH:11][C:8]=2[CH:9]=O)=[CH:4][CH:3]=1.[C:17]1([CH2:23][C:24]([NH:26][NH2:27])=[O:25])[CH:22]=[CH:21][CH:20]=[CH:19][CH:18]=1. The catalyst is CCO. The product is [CH3:1][C:2]1[CH:16]=[CH:15][C:5]([O:6][C:7]2[CH:14]=[CH:13][CH:12]=[CH:11][C:8]=2/[CH:9]=[N:27]/[NH:26][C:24](=[O:25])[CH2:23][C:17]2[CH:18]=[CH:19][CH:20]=[CH:21][CH:22]=2)=[CH:4][CH:3]=1. The yield is 0.220.